Dataset: Forward reaction prediction with 1.9M reactions from USPTO patents (1976-2016). Task: Predict the product of the given reaction. (1) The product is: [CH3:1][C:2]1[C:7](=[O:23])[CH2:6][C@H:5]([C:8]([CH3:10])=[CH2:9])[CH2:4][CH:3]=1. Given the reactants [CH3:1][C:2]1[CH2:7][CH2:6][C@@H:5]([C:8]([CH3:10])=[CH2:9])[CH2:4][CH:3]=1.Cl.CC1CC[C@@H](C(C)=C)CC=1.N(Cl)=[O:23].CN(C)C=O, predict the reaction product. (2) Given the reactants [I:1][C:2]1[CH:3]=[CH:4][C:5]2[N:6]([C:8]([CH3:15])=[C:9]([C:11]([NH:13][NH2:14])=[O:12])[N:10]=2)[CH:7]=1.[C:16](OCC)(OCC)(OCC)[CH3:17], predict the reaction product. The product is: [I:1][C:2]1[CH:3]=[CH:4][C:5]2[N:6]([C:8]([CH3:15])=[C:9]([C:11]3[O:12][C:16]([CH3:17])=[N:14][N:13]=3)[N:10]=2)[CH:7]=1.